This data is from Experimentally validated miRNA-target interactions with 360,000+ pairs, plus equal number of negative samples. The task is: Binary Classification. Given a miRNA mature sequence and a target amino acid sequence, predict their likelihood of interaction. (1) The miRNA is hsa-miR-1180-5p with sequence GGACCCACCCGGCCGGGAAUA. The protein sequence of the target gene is MASERPEPEVEEAGQVFLLMKKDYRISRNVRLAWFLSHLHQTVQATPQEMLLQSEQELEVLSVLPPGWQPDEPVVPRPFLLVPSTRVTFLAWQYRFVIELDLSPSTGIVDDSTGEILFDEVFHALSRCLGGLLRPFRVPGSCIDFQPEIYVTIQAYSSIIGLQSHQVLVQGCLLDPSQREVFLQQIYEQLCLFEDKVATMLQQQYDPQSQAEDQSPDSGDLLGRKVGVSMVTADLGLVSMIRQGILALQLLPSNSSAGIIVITDGVTSVPDVAVCETLLNQLRSGTVACSFVQVGGVYSY.... Result: 1 (interaction). (2) The miRNA is hsa-miR-4649-3p with sequence UCUGAGGCCUGCCUCUCCCCA. The protein sequence of the target gene is MPLRLDIKRKLTARSDRVKSVDLHPTEPWMLASLYNGSVCVWNHETQTLVKTFEVCDLPVRAAKFVARKNWVVTGADDMQIRVFNYNTLERVHMFEAHSDYIRCIAVHPTQPFILTSSDDMLIKLWDWDKKWSCSQVFEGHTHYVMQIVINPKDNNQFASASLDRTIKVWQLGSSSPNFTLEGHEKGVNCIDYYSGGDKPYLISGADDRLVKIWDYQNKTCVQTLEGHAQNVSCASFHPELPIIITGSEDGTVRIWHSSTYRLESTLNYGMERVWCVASLRGSNNVALGYDEGSIIVKLG.... Result: 0 (no interaction). (3) The miRNA is mmu-miR-129b-5p with sequence GCUUUUUGGGGUAAGGGCUUCC. The protein sequence of the target gene is MPPRRSIVEVKVLDVQKRRVPNKHYVYIIRVTWSSGSTEAIYRRYSKFFDLQMQMLDKFPMEGGQKDPKQRIIPFLPGKILFRRSHIRDVAVKRLIPIDEYCKALIQLPPYISQCDEVLQFFETRPEDLNPPKEEHIGKKKSGGDQTSVDPMVLEQYVVVANYQKQESSEISLSVGQVVDIIEKNESGWWFVSTAEEQGWVPATCLEGQDGVQDEFSLQPEEEEKYTVIYPYTARDQDEMNLERGAVVEVIQKNLEGWWKIRYQGKEGWAPASYLKKNSGEPLPPKPGPGSPSHPGALDL.... Result: 0 (no interaction). (4) The miRNA is hsa-miR-4693-5p with sequence AUACUGUGAAUUUCACUGUCACA. The protein sequence of the target gene is MTTSALRRQVKNIVHNYSEAEIKVREATSNDPWGPPSSLMSEIADLTFNTVAFAEVMGMVWRRLNDSGKNWRHVYKALTLLDYLLKTGSERVAHQCRENLYTIQTLKDFQYIDRDGKDQGVNVREKVKQVMALLKDEERLRQERTHALKTKERMALEGMGIGSGQLGYSRRSRGSPSSYTSASSSPRYASDLEQARPQTSGEEELQLQLALAMSREEAERPVPPASHRDEDLQLQLALSLSRQEHEKGVRSWKGDDSPVANGAEPAGQRRQRDREPEREERKEEEKLKTSQSSILDLADI.... Result: 0 (no interaction).